This data is from Forward reaction prediction with 1.9M reactions from USPTO patents (1976-2016). The task is: Predict the product of the given reaction. (1) The product is: [C:1]([O:5][C:6]([NH:8][C:9]1([CH2:13][C@H:14]2[CH2:15][CH2:16][NH:17][CH2:18]2)[CH2:10][CH2:11][CH2:12]1)=[O:7])([CH3:4])([CH3:2])[CH3:3]. Given the reactants [C:1]([O:5][C:6]([NH:8][C:9]1([CH2:13][C@H:14]2[CH2:18][N:17]([C@@H](C3C=CC=CC=3)C)[C:16](=O)[CH2:15]2)[CH2:12][CH2:11][CH2:10]1)=[O:7])([CH3:4])([CH3:3])[CH3:2].[H][H], predict the reaction product. (2) Given the reactants Br[C:2]1[CH:3]=[C:4]([C:8]2[N:13]=[C:12]([C:14]3[CH:19]=[CH:18][C:17]([C:20]([F:23])([F:22])[F:21])=[C:16]([O:24][CH2:25][CH3:26])[CH:15]=3)[CH:11]=[C:10]([C:27]([F:30])([F:29])[F:28])[N:9]=2)[CH:5]=[CH:6][CH:7]=1.[NH2:31][C:32]1[CH:37]=[CH:36][C:35](B2OC(C)(C)C(C)(C)O2)=[CH:34][N:33]=1, predict the reaction product. The product is: [CH2:25]([O:24][C:16]1[CH:15]=[C:14]([C:12]2[CH:11]=[C:10]([C:27]([F:30])([F:29])[F:28])[N:9]=[C:8]([C:4]3[CH:3]=[C:2]([C:35]4[CH:36]=[CH:37][C:32]([NH2:31])=[N:33][CH:34]=4)[CH:7]=[CH:6][CH:5]=3)[N:13]=2)[CH:19]=[CH:18][C:17]=1[C:20]([F:23])([F:22])[F:21])[CH3:26]. (3) Given the reactants [CH3:1][O:2][C:3]1[CH:8]=[CH:7][CH:6]=[CH:5][N:4]=1.[Li]C(C)(C)C.CN(C)CCN(C)C=N.[Li]CCCC.[I:28]I.C1[CH2:34][O:33]CC1, predict the reaction product. The product is: [I:28][C:7]1[C:8]([CH:34]=[O:33])=[C:3]([O:2][CH3:1])[N:4]=[CH:5][CH:6]=1.